This data is from Forward reaction prediction with 1.9M reactions from USPTO patents (1976-2016). The task is: Predict the product of the given reaction. Given the reactants CC(C)([O-])C.[K+].[C:7]1([C:13]2([C:20]3[CH:25]=[CH:24][CH:23]=[CH:22][CH:21]=3)[CH2:18][CH2:17][CH2:16][NH:15][C:14]2=[O:19])[CH:12]=[CH:11][CH:10]=[CH:9][CH:8]=1.Br[CH2:27][C:28]([N:30]([CH:41]1[CH2:46][CH2:45][N:44]([C:47]([O:49][C:50]([CH3:53])([CH3:52])[CH3:51])=[O:48])[CH2:43][CH2:42]1)[C:31]1[CH:36]=[CH:35][C:34]([C:37]([F:40])([F:39])[F:38])=[CH:33][CH:32]=1)=[O:29], predict the reaction product. The product is: [O:19]=[C:14]1[C:13]([C:7]2[CH:12]=[CH:11][CH:10]=[CH:9][CH:8]=2)([C:20]2[CH:21]=[CH:22][CH:23]=[CH:24][CH:25]=2)[CH2:18][CH2:17][CH2:16][N:15]1[CH2:27][C:28]([N:30]([CH:41]1[CH2:46][CH2:45][N:44]([C:47]([O:49][C:50]([CH3:53])([CH3:52])[CH3:51])=[O:48])[CH2:43][CH2:42]1)[C:31]1[CH:36]=[CH:35][C:34]([C:37]([F:38])([F:39])[F:40])=[CH:33][CH:32]=1)=[O:29].